Dataset: Forward reaction prediction with 1.9M reactions from USPTO patents (1976-2016). Task: Predict the product of the given reaction. Given the reactants C(N(CC)CC)C.[F:8][C:9]1[CH:10]=[C:11]([CH:17]([CH3:22])[C:18]([O:20][CH3:21])=[O:19])[CH:12]=[C:13]([F:16])[C:14]=1[OH:15].[F:23][C:24]([F:37])([F:36])[S:25](O[S:25]([C:24]([F:37])([F:36])[F:23])(=[O:27])=[O:26])(=[O:27])=[O:26], predict the reaction product. The product is: [F:8][C:9]1[CH:10]=[C:11]([CH:17]([CH3:22])[C:18]([O:20][CH3:21])=[O:19])[CH:12]=[C:13]([F:16])[C:14]=1[O:15][S:25]([C:24]([F:37])([F:36])[F:23])(=[O:27])=[O:26].